Dataset: Forward reaction prediction with 1.9M reactions from USPTO patents (1976-2016). Task: Predict the product of the given reaction. (1) Given the reactants [NH2:1][C:2]1[NH:3][C:4](=[O:13])[C:5]2[N:11]=[C:10]([Cl:12])[CH:9]=[CH:8][C:6]=2[N:7]=1.[C:14](OC(=O)C)(=[O:16])[CH3:15], predict the reaction product. The product is: [C:14]([NH:1][C:2]1[NH:3][C:4](=[O:13])[C:5]2[N:11]=[C:10]([Cl:12])[CH:9]=[CH:8][C:6]=2[N:7]=1)(=[O:16])[CH3:15]. (2) Given the reactants N(C(OCC)=O)=NC(OCC)=O.[OH:13][CH2:14][CH2:15][O:16][C:17]1[C:18]([N:22]2[CH2:27][CH2:26][N:25]([C:28]([O:30][C:31]([CH3:34])([CH3:33])[CH3:32])=[O:29])[CH2:24][CH2:23]2)=[N:19][S:20][N:21]=1.C1(P(C2C=CC=CC=2)C2C=CC=CC=2)C=CC=CC=1.O[C:55]1[CH:64]=[C:63]2[C:58]([CH:59]=[CH:60][C:61](=[O:65])[O:62]2)=[CH:57][CH:56]=1, predict the reaction product. The product is: [O:65]=[C:61]1[CH:60]=[CH:59][C:58]2[C:63](=[CH:64][C:55]([O:13][CH2:14][CH2:15][O:16][C:17]3[C:18]([N:22]4[CH2:27][CH2:26][N:25]([C:28]([O:30][C:31]([CH3:34])([CH3:33])[CH3:32])=[O:29])[CH2:24][CH2:23]4)=[N:19][S:20][N:21]=3)=[CH:56][CH:57]=2)[O:62]1. (3) Given the reactants [O:1]1[CH2:6][CH2:5][N:4]([CH2:7][CH2:8][O:9][C:10]2[CH:11]=[C:12]([CH:17]=[C:18]([O:20][C:21]([F:24])([F:23])[F:22])[CH:19]=2)[C:13]([O:15]C)=[O:14])[CH2:3][CH2:2]1.C1COCC1.[OH-].[Na+], predict the reaction product. The product is: [O:1]1[CH2:2][CH2:3][N:4]([CH2:7][CH2:8][O:9][C:10]2[CH:11]=[C:12]([CH:17]=[C:18]([O:20][C:21]([F:23])([F:24])[F:22])[CH:19]=2)[C:13]([OH:15])=[O:14])[CH2:5][CH2:6]1. (4) The product is: [Br:1][C:2]1[C:3]([CH3:16])=[CH:4][C:5]([N:9]2[C:18](=[O:17])[NH:19][C:13](=[O:15])[C:10]32[CH2:11][CH2:12]3)=[CH:6][C:7]=1[CH3:8]. Given the reactants [Br:1][C:2]1[C:7]([CH3:8])=[CH:6][C:5]([NH:9][C:10]2([C:13]([OH:15])=O)[CH2:12][CH2:11]2)=[CH:4][C:3]=1[CH3:16].[O-:17][C:18]#[N:19].[K+].C(=O)([O-])O.[Na+], predict the reaction product. (5) Given the reactants [Br:1][C:2]1[C:7]([O:8][CH3:9])=[CH:6][C:5]([C:10]2[O:11][CH:12]=[CH:13][CH:14]=2)=[CH:4][C:3]=1[O:15][CH3:16].[CH:17]1([CH2:20][O:21][CH:22]([C:29]2[CH:34]=[CH:33][C:32]([N:35]3[CH2:40][CH2:39][O:38][CH2:37][CH2:36]3)=[CH:31][CH:30]=2)[C:23](N(OC)C)=[O:24])[CH2:19][CH2:18]1, predict the reaction product. The product is: [Br:1][C:2]1[C:7]([O:8][CH3:9])=[CH:6][C:5]([C:10]2[O:11][C:12]([C:23](=[O:24])[CH:22]([O:21][CH2:20][CH:17]3[CH2:18][CH2:19]3)[C:29]3[CH:30]=[CH:31][C:32]([N:35]4[CH2:36][CH2:37][O:38][CH2:39][CH2:40]4)=[CH:33][CH:34]=3)=[CH:13][CH:14]=2)=[CH:4][C:3]=1[O:15][CH3:16]. (6) The product is: [C:7]1([C@@H:2]2[CH2:3][O:4][CH2:5][C@H:6]2[OH:1])[CH:12]=[CH:11][CH:10]=[CH:9][CH:8]=1. Given the reactants [O:1]1[CH:6]2[CH:2]1[CH2:3][O:4][CH2:5]2.[C:7]1([Mg]Br)[CH:12]=[CH:11][CH:10]=[CH:9][CH:8]=1, predict the reaction product. (7) Given the reactants N1C2C=CC=CC=2N=C1C1[CH2:15][CH2:14][N:13]([CH2:16][CH2:17][CH:18]2[O:22][C:21](=[O:23])[C:20]([CH2:26][CH3:27])([CH2:24][CH3:25])[CH2:19]2)[CH2:12][CH2:11]1.[C:28]1([N:38]2CCNCC2)[C:37]2[C:32](=[CH:33][CH:34]=[CH:35][CH:36]=2)[CH:31]=[CH:30][CH:29]=1.N1(C2C=CC=CC=2C#N)CCNCC1.CC1C=CC(S(OCCC2CC3(CCCC3)C(=O)O2)(=O)=O)=CC=1.CC1C=CC(S(OCCC2CC(CC)(CC)C(=O)O2)(=O)=O)=CC=1, predict the reaction product. The product is: [C:28]1([N:38]2[CH2:11][CH2:12][N:13]([CH2:16][CH2:17][CH:18]3[CH2:19][C:20]4([CH2:24][CH2:25][CH2:27][CH2:26]4)[C:21](=[O:23])[O:22]3)[CH2:14][CH2:15]2)[C:37]2[C:32](=[CH:33][CH:34]=[CH:35][CH:36]=2)[CH:31]=[CH:30][CH:29]=1.